From a dataset of HIV replication inhibition screening data with 41,000+ compounds from the AIDS Antiviral Screen. Binary Classification. Given a drug SMILES string, predict its activity (active/inactive) in a high-throughput screening assay against a specified biological target. (1) The compound is COP(=O)(OC)Oc1c(Cl)c(Cl)c(O)c(Cl)c1Cl. The result is 0 (inactive). (2) The compound is COC(=O)CNC(=O)C(Cc1ccccc1)NC(=O)C(Cc1ccccc1)NC(=O)OC(C)(C)C. The result is 0 (inactive). (3) The molecule is Cc1ccc([PH](CCN2C(=O)c3ccccc3C2=O)(c2ccc(C)cc2)c2ccc(C)cc2)cc1. The result is 0 (inactive). (4) The compound is Cn1ccnc1Cn1cc(-c2cccc(-c3cn[nH]c3)c2)cn1. The result is 0 (inactive). (5) The compound is Cn1c(=O)[nH]c2sc3c(c2c1=N)CCCC3. The result is 1 (active). (6) The molecule is Oc1ccc2ccccc2c1Br. The result is 0 (inactive). (7) The molecule is CCC1(CCO)C(=O)N=C(Nc2ccccc2)NC1=O. The result is 0 (inactive). (8) The compound is O=Nc1ccc2ccccc2c1O. The result is 0 (inactive).